From a dataset of Catalyst prediction with 721,799 reactions and 888 catalyst types from USPTO. Predict which catalyst facilitates the given reaction. (1) Reactant: [H-].[Na+].[OH:3][C:4]([CH3:10])([CH3:9])[C:5]([O:7][CH3:8])=[O:6].[CH3:11][O:12][C:13]1[CH:18]=[CH:17][C:16]([CH2:19]Cl)=[CH:15][CH:14]=1.[Cl-].[NH4+]. Product: [CH3:11][O:12][C:13]1[CH:18]=[CH:17][C:16]([CH2:19][O:3][C:4]([CH3:10])([CH3:9])[C:5]([O:7][CH3:8])=[O:6])=[CH:15][CH:14]=1. The catalyst class is: 3. (2) Reactant: Br[C@@H:2]([CH:14]([CH3:16])[CH3:15])[CH2:3][N-:4][C:5]1[CH:10]=[C:9]([CH3:11])[CH:8]=[C:7]([CH3:12])[C:6]=1[OH:13].C(=O)([O-])[O-:18].[K+].[K+].Cl.O. Product: [CH:14]([C@@H:2]1[C:3](=[O:18])[NH:4][C:5]2[CH:10]=[C:9]([CH3:11])[CH:8]=[C:7]([CH3:12])[C:6]=2[O:13]1)([CH3:16])[CH3:15]. The catalyst class is: 9.